Predict the reaction yield, written as a fraction of the theoretical maximum amount of product (1.0 means a 100% yield; for example, 0.34 means a 34% yield). From a dataset of Reaction yield outcomes from USPTO patents with 853,638 reactions. The reactants are C([NH:9][C:10]([NH:12][C:13]1[N:17]([CH2:18][CH:19]([OH:26])[C:20]2[CH:25]=[CH:24][CH:23]=[CH:22][CH:21]=2)[N:16]=[CH:15][C:14]=1[C:27]([O:29]CC)=O)=[S:11])(=O)C1C=CC=CC=1.C(O)(=O)C. The catalyst is [OH-].[Na+].O. The product is [OH:26][CH:19]([C:20]1[CH:25]=[CH:24][CH:23]=[CH:22][CH:21]=1)[CH2:18][N:17]1[C:13]2[NH:12][C:10](=[S:11])[NH:9][C:27](=[O:29])[C:14]=2[CH:15]=[N:16]1. The yield is 0.800.